Dataset: Full USPTO retrosynthesis dataset with 1.9M reactions from patents (1976-2016). Task: Predict the reactants needed to synthesize the given product. (1) Given the product [Cl:30][C:26]1[CH:27]=[CH:28][CH:29]=[C:24]([Cl:23])[C:25]=1[C:31]1[C:35]([CH2:36][O:1][C:2]2[CH:3]=[C:4]3[C:9](=[CH:10][CH:11]=2)[CH2:8][N:7]([C:12]2[CH:13]=[C:14]([CH:19]=[CH:20][CH:21]=2)[C:15]([O:17][CH3:18])=[O:16])[C:6](=[O:22])[CH2:5]3)=[C:34]([CH:38]([CH3:40])[CH3:39])[O:33][N:32]=1, predict the reactants needed to synthesize it. The reactants are: [OH:1][C:2]1[CH:3]=[C:4]2[C:9](=[CH:10][CH:11]=1)[CH2:8][N:7]([C:12]1[CH:13]=[C:14]([CH:19]=[CH:20][CH:21]=1)[C:15]([O:17][CH3:18])=[O:16])[C:6](=[O:22])[CH2:5]2.[Cl:23][C:24]1[CH:29]=[CH:28][CH:27]=[C:26]([Cl:30])[C:25]=1[C:31]1[C:35]([CH2:36]O)=[C:34]([CH:38]([CH3:40])[CH3:39])[O:33][N:32]=1.C1(P(C2C=CC=CC=2)C2C=CC=CC=2)C=CC=CC=1.N(C(OC(C)C)=O)=NC(OC(C)C)=O. (2) Given the product [Br:1][C:2]1[CH:3]=[C:4]([N:8]2[C:16]3[C:11](=[CH:12][C:13]([C:33]4[CH:32]=[N:31][N:30]([CH3:29])[CH:34]=4)=[CH:14][CH:15]=3)[C:10]([C:18]([O:20][CH3:21])=[O:19])=[N:9]2)[CH:5]=[CH:6][CH:7]=1, predict the reactants needed to synthesize it. The reactants are: [Br:1][C:2]1[CH:3]=[C:4]([N:8]2[C:16]3[C:11](=[CH:12][C:13](I)=[CH:14][CH:15]=3)[C:10]([C:18]([O:20][CH3:21])=[O:19])=[N:9]2)[CH:5]=[CH:6][CH:7]=1.COCCOC.O.[CH3:29][N:30]1[CH:34]=[C:33](B2OC(C)(C)C(C)(C)O2)[CH:32]=[N:31]1.[Cl-].[Li+].C(=O)([O-])[O-].[Na+].[Na+]. (3) Given the product [CH3:34][O:35][C:36](=[O:45])[C:37]1[CH:42]=[CH:41][C:40]([C:4]2[C:3](=[O:20])[O:11][C:6]([C:12]3[CH:13]=[C:14]([Cl:19])[CH:15]=[C:16]([Cl:18])[CH:17]=3)([C:7]([F:8])([F:9])[F:10])[CH:5]=2)=[CH:39][C:38]=1[CH3:44], predict the reactants needed to synthesize it. The reactants are: CO[C:3](=[O:20])[C:4]#[C:5][C:6]([C:12]1[CH:17]=[C:16]([Cl:18])[CH:15]=[C:14]([Cl:19])[CH:13]=1)([OH:11])[C:7]([F:10])([F:9])[F:8].C(N(CCCC)CCCC)CCC.[CH3:34][O:35][C:36](=[O:45])[C:37]1[CH:42]=[CH:41][C:40](I)=[CH:39][C:38]=1[CH3:44].C1(C)C=CC=CC=1P(C1C=CC=CC=1C)C1C=CC=CC=1C. (4) Given the product [CH3:17][O:16][N:15]([CH3:14])[C:10](=[O:12])[CH2:9][NH:8][C:6](=[O:7])[O:5][C:1]([CH3:2])([CH3:3])[CH3:4], predict the reactants needed to synthesize it. The reactants are: [C:1]([O:5][C:6]([NH:8][CH2:9][C:10]([OH:12])=O)=[O:7])([CH3:4])([CH3:3])[CH3:2].Cl.[CH3:14][NH:15][O:16][CH3:17].C(N(CC)CC)C. (5) Given the product [CH3:23][CH:20]1[CH2:21][CH2:22][N:17]([C:15]([C:11]2[CH:12]=[CH:13][C:14]3[N:6]([CH2:5][C:4]([O:3][CH2:1][CH3:2])=[O:35])[C:7]4[CH2:27][CH2:26][NH:25][CH2:24][C:8]=4[C:9]=3[CH:10]=2)=[O:16])[CH2:18][CH2:19]1.[ClH:36], predict the reactants needed to synthesize it. The reactants are: [CH2:1]([O:3][C:4](=[O:35])[CH2:5][N:6]1[C:14]2[CH:13]=[CH:12][C:11]([C:15]([N:17]3[CH2:22][CH2:21][CH:20]([CH3:23])[CH2:19][CH2:18]3)=[O:16])=[CH:10][C:9]=2[C:8]2[CH2:24][N:25](C(OC(C)(C)C)=O)[CH2:26][CH2:27][C:7]1=2)[CH3:2].[ClH:36]. (6) Given the product [N+:21]([C:6]1[CH:7]=[C:8]([C:11]2[C:16]([C:17]([F:18])([F:20])[F:19])=[CH:15][CH:14]=[CH:13][N:12]=2)[CH:9]=[CH:10][C:5]=1[C:4](=[O:24])[CH3:26])([O-:23])=[O:22], predict the reactants needed to synthesize it. The reactants are: CON(C)[C:4](=[O:24])[C:5]1[CH:10]=[CH:9][C:8]([C:11]2[C:16]([C:17]([F:20])([F:19])[F:18])=[CH:15][CH:14]=[CH:13][N:12]=2)=[CH:7][C:6]=1[N+:21]([O-:23])=[O:22].[CH3:26][Mg]I.Cl. (7) Given the product [Br:19][CH2:10][C:8]1[S:9][C:5]2[CH:4]=[CH:3][C:2]([F:1])=[CH:11][C:6]=2[N:7]=1, predict the reactants needed to synthesize it. The reactants are: [F:1][C:2]1[CH:3]=[CH:4][C:5]2[S:9][C:8]([CH3:10])=[N:7][C:6]=2[CH:11]=1.C1C(=O)N([Br:19])C(=O)C1.CC(N=NC(C#N)(C)C)(C#N)C. (8) Given the product [Cl:37][C:4]1[C:3]([O:2][CH3:1])=[CH:8][C:7]([O:9][CH3:10])=[C:6]([Cl:35])[C:5]=1[C:11]1[N:16]=[CH:15][C:14]2[C:17]([C:26]3[CH:27]=[N:28][N:29]([CH3:31])[CH:30]=3)=[N:18][NH:19][C:13]=2[CH:12]=1, predict the reactants needed to synthesize it. The reactants are: [CH3:1][O:2][C:3]1[CH:4]=[C:5]([C:11]2[N:16]=[CH:15][C:14]3[C:17]([C:26]4[CH:27]=[N:28][N:29]([CH3:31])[CH:30]=4)=[N:18][N:19](C4CCCCO4)[C:13]=3[CH:12]=2)[CH:6]=[C:7]([O:9][CH3:10])[CH:8]=1.S(Cl)([Cl:35])(=O)=O.[ClH:37].C(Cl)(=O)C. (9) Given the product [ClH:21].[Cl:21][C:18]1[O:17][C:16]([C:14]2[N:15]=[C:10]([NH2:9])[C:11]3[CH:24]=[C:23]([CH2:25][N:6]4[CH2:7][CH2:8][CH:3]([F:2])[CH2:4][CH2:5]4)[S:22][C:12]=3[N:13]=2)=[CH:20][CH:19]=1, predict the reactants needed to synthesize it. The reactants are: Cl.[F:2][CH:3]1[CH2:8][CH2:7][NH:6][CH2:5][CH2:4]1.[NH2:9][C:10]1[C:11]2[CH:24]=[C:23]([CH:25]=O)[S:22][C:12]=2[N:13]=[C:14]([C:16]2[O:17][C:18]([Cl:21])=[CH:19][CH:20]=2)[N:15]=1.NC1C2C=C(C=O)SC=2N=C(C2SC(C(C)(C)C)=CC=2)N=1.